Task: Predict the product of the given reaction.. Dataset: Forward reaction prediction with 1.9M reactions from USPTO patents (1976-2016) (1) The product is: [CH2:49]([S:46]([C:43]1[CH:44]=[CH:45][C:40]([C@@H:36]([NH:35][C:17]([C:13]2[CH:14]=[C:15]3[C:10](=[CH:11][CH:12]=2)[CH:9]([CH:32]([CH3:34])[CH3:33])[N:8]([C:6]([O:5][C:1]([CH3:3])([CH3:2])[CH3:4])=[O:7])[CH2:16]3)=[O:31])[CH2:37][CH2:38][OH:39])=[CH:41][CH:42]=1)(=[O:48])=[O:47])[CH3:50]. Given the reactants [C:1]([O:5][C:6]([N:8]1[CH2:16][C:15]2[C:10](=[CH:11][CH:12]=[C:13]([C:17](=[O:31])NCC3C=CC(S(CC)(=O)=O)=CN=3)[CH:14]=2)[CH:9]1[CH:32]([CH3:34])[CH3:33])=[O:7])([CH3:4])([CH3:3])[CH3:2].[NH2:35][C@H:36]([C:40]1[CH:45]=[CH:44][C:43]([S:46]([CH2:49][CH3:50])(=[O:48])=[O:47])=[CH:42][CH:41]=1)[CH2:37][CH2:38][OH:39], predict the reaction product. (2) Given the reactants ClC1C=CC=C(C(OO)=[O:9])C=1.[CH2:12]([O:14][C:15]([C@:17]1([N:39]=[N+:40]=[N-:41])[C@H:22]([S:23][CH2:24][C:25]2[CH:30]=[CH:29][C:28]([Cl:31])=[C:27]([Cl:32])[CH:26]=2)[CH2:21][C@@H:20]2[C@H:18]1[C@@:19]2([F:38])[C:33]([O:35][CH2:36][CH3:37])=[O:34])=[O:16])[CH3:13], predict the reaction product. The product is: [CH2:12]([O:14][C:15]([C@:17]1([N:39]=[N+:40]=[N-:41])[C@H:22]([S:23]([CH2:24][C:25]2[CH:30]=[CH:29][C:28]([Cl:31])=[C:27]([Cl:32])[CH:26]=2)=[O:9])[CH2:21][C@@H:20]2[C@H:18]1[C@@:19]2([F:38])[C:33]([O:35][CH2:36][CH3:37])=[O:34])=[O:16])[CH3:13].